Dataset: Full USPTO retrosynthesis dataset with 1.9M reactions from patents (1976-2016). Task: Predict the reactants needed to synthesize the given product. (1) Given the product [Cl:10][C:11]1[S:15][C:14]([C:16]([NH:18][C:19]2[CH:20]=[CH:21][CH:22]=[C:23]3[C:27]=2[C:26](=[O:28])[N:38]([CH2:37][C:33]2[CH:34]=[CH:35][CH:36]=[C:31]([I:30])[CH:32]=2)[C:24]3=[O:29])=[O:17])=[CH:13][CH:12]=1, predict the reactants needed to synthesize it. The reactants are: C(N(CC)C(C)C)(C)C.[Cl:10][C:11]1[S:15][C:14]([C:16]([NH:18][C:19]2[C:27]3[C:26](=[O:28])O[C:24](=[O:29])[C:23]=3[CH:22]=[CH:21][CH:20]=2)=[O:17])=[CH:13][CH:12]=1.[I:30][C:31]1[CH:32]=[C:33]([CH2:37][NH2:38])[CH:34]=[CH:35][CH:36]=1. (2) Given the product [C:28]([O:27][C:25]([N:22]1[CH2:21][CH:20]=[C:19]([C:2]2[CH:3]=[N:4][N:5]([CH2:7][C:8]([OH:10])=[O:9])[CH:6]=2)[CH2:24][CH2:23]1)=[O:26])([CH3:31])([CH3:29])[CH3:30], predict the reactants needed to synthesize it. The reactants are: Br[C:2]1[CH:3]=[N:4][N:5]([CH2:7][C:8]([OH:10])=[O:9])[CH:6]=1.CC1(C)C(C)(C)OB([C:19]2[CH2:24][CH2:23][N:22]([C:25]([O:27][C:28]([CH3:31])([CH3:30])[CH3:29])=[O:26])[CH2:21][CH:20]=2)O1.CC(=O)OCC. (3) Given the product [F:1][C:2]1[C:24]([F:25])=[CH:23][C:5]2[N:6]([CH:10]3[CH2:11][CH2:12][NH:13][CH2:14][CH2:15]3)[C:7](=[O:9])[NH:8][C:4]=2[CH:3]=1, predict the reactants needed to synthesize it. The reactants are: [F:1][C:2]1[C:24]([F:25])=[CH:23][C:5]2[N:6]([C:10]3[CH2:11][CH2:12][N:13](CC4C=CC=CC=4)[CH2:14][CH:15]=3)[C:7](=[O:9])[NH:8][C:4]=2[CH:3]=1.[H][H]. (4) Given the product [CH3:1][O:2][CH2:3][C:4]1[CH:9]=[CH:8][CH:7]=[CH:6][C:5]=1[C:10]1[CH:15]=[CH:14][C:13]([C:16]([OH:18])=[O:17])=[CH:12][C:11]=1[CH3:20], predict the reactants needed to synthesize it. The reactants are: [CH3:1][O:2][CH2:3][C:4]1[CH:9]=[CH:8][CH:7]=[CH:6][C:5]=1[C:10]1[CH:15]=[CH:14][C:13]([C:16]([O:18]C)=[O:17])=[CH:12][C:11]=1[CH3:20].[OH-].[Na+].